This data is from Catalyst prediction with 721,799 reactions and 888 catalyst types from USPTO. The task is: Predict which catalyst facilitates the given reaction. (1) Reactant: [Br:1][C:2]1[C:14]2[NH:13][C:12]3[C:7](=[CH:8][CH:9]=[CH:10][CH:11]=3)[C:6]=2[CH:5]=[CH:4][CH:3]=1.[H-].[Na+].I[C:18]1[CH:23]=[CH:22][CH:21]=[CH:20][C:19]=1[S:24](Cl)(=[O:26])=[O:25]. Product: [C:19]1([S:24]([N:13]2[C:14]3[C:2]([Br:1])=[CH:3][CH:4]=[CH:5][C:6]=3[C:7]3[C:12]2=[CH:11][CH:10]=[CH:9][CH:8]=3)(=[O:26])=[O:25])[CH:20]=[CH:21][CH:22]=[CH:23][CH:18]=1. The catalyst class is: 1. (2) Reactant: [O:1]=[C:2]1[CH2:7][O:6][C:5]2[N:8]=[C:9]([C:18]3[CH:23]=[CH:22][C:21]([C:24]4([NH:28][C:29](=[O:35])[O:30][C:31]([CH3:34])([CH3:33])[CH3:32])[CH2:27][CH2:26][CH2:25]4)=[CH:20][CH:19]=3)[C:10]([C:12]3[CH:17]=[CH:16][CH:15]=[CH:14][CH:13]=3)=[CH:11][C:4]=2[NH:3]1.[H-].[Na+].I[CH2:39][CH3:40]. Product: [CH2:39]([N:3]1[C:2](=[O:1])[CH2:7][O:6][C:5]2[N:8]=[C:9]([C:18]3[CH:23]=[CH:22][C:21]([C:24]4([NH:28][C:29](=[O:35])[O:30][C:31]([CH3:32])([CH3:34])[CH3:33])[CH2:25][CH2:26][CH2:27]4)=[CH:20][CH:19]=3)[C:10]([C:12]3[CH:13]=[CH:14][CH:15]=[CH:16][CH:17]=3)=[CH:11][C:4]1=2)[CH3:40]. The catalyst class is: 9. (3) Reactant: [O:1]=[C:2]([NH:12][C:13]1[CH:18]=[CH:17][CH:16]=[C:15]([NH:19][C:20]2[N:25]=[C:24]([O:26][C:27]3[CH:28]=[C:29]4[C:33](=[CH:34][CH:35]=3)[N:32]([C:36]3[CH:41]=[CH:40][CH:39]=[CH:38][N:37]=3)[CH:31]=[CH:30]4)[CH:23]=[CH:22][N:21]=2)[CH:14]=1)[CH2:3][NH:4]C(=O)OC(C)(C)C.C(O)(C(F)(F)F)=O. Product: [N:37]1[CH:38]=[CH:39][CH:40]=[CH:41][C:36]=1[N:32]1[C:33]2[C:29](=[CH:28][C:27]([O:26][C:24]3[CH:23]=[CH:22][N:21]=[C:20]([NH:19][C:15]4[CH:14]=[C:13]([NH:12][C:2](=[O:1])[CH2:3][NH2:4])[CH:18]=[CH:17][CH:16]=4)[N:25]=3)=[CH:35][CH:34]=2)[CH:30]=[CH:31]1. The catalyst class is: 2. (4) The catalyst class is: 14. Product: [NH2:15][CH2:3][C@@H:2]([OH:1])[CH2:4][N:5]1[CH2:14][CH2:13][C:12]2[C:7](=[CH:8][CH:9]=[CH:10][CH:11]=2)[CH2:6]1. Reactant: [O:1]1[CH2:3][C@@H:2]1[CH2:4][N:5]1[CH2:14][CH2:13][C:12]2[C:7](=[CH:8][CH:9]=[CH:10][CH:11]=2)[CH2:6]1.[NH3:15]. (5) Reactant: C(OC(=O)[NH:7][C:8]1[S:12][C:11]2[CH:13]=[CH:14][CH:15]=[CH:16][C:10]=2[CH:9]=1)(C)(C)C.[ClH:18]. Product: [ClH:18].[S:12]1[C:8]([NH2:7])=[CH:9][C:10]2[CH:16]=[CH:15][CH:14]=[CH:13][C:11]1=2. The catalyst class is: 12. (6) Reactant: C[O:2][C:3](=[O:33])[CH2:4][C:5]1[C:14]([CH3:15])=[C:13]([C:16]2[CH:21]=[CH:20][C:19]([NH:22][C:23]([NH:25][C:26]3[CH:31]=[CH:30][CH:29]=[CH:28][CH:27]=3)=[O:24])=[CH:18][CH:17]=2)[C:12]2[C:7](=[CH:8][CH:9]=[C:10]([Cl:32])[CH:11]=2)[CH:6]=1.[OH-].[Na+]. Product: [Cl:32][C:10]1[CH:11]=[C:12]2[C:7](=[CH:8][CH:9]=1)[CH:6]=[C:5]([CH2:4][C:3]([OH:33])=[O:2])[C:14]([CH3:15])=[C:13]2[C:16]1[CH:21]=[CH:20][C:19]([NH:22][C:23]([NH:25][C:26]2[CH:27]=[CH:28][CH:29]=[CH:30][CH:31]=2)=[O:24])=[CH:18][CH:17]=1. The catalyst class is: 353. (7) Reactant: [CH2:1]1[C:13]2[NH:12][C:11]3[C:6](=[CH:7][C:8]([NH2:14])=[CH:9][CH:10]=3)[C:5]=2[CH2:4][CH2:3][CH2:2]1.[O:15]1[C:19]2[CH:20]=[CH:21][C:22]([C:24]3([C:27](O)=[O:28])[CH2:26][CH2:25]3)=[CH:23][C:18]=2[O:17][CH2:16]1.C(N(C(C)C)CC)(C)C.CN(C(ON1N=NC2C=CC=NC1=2)=[N+](C)C)C.F[P-](F)(F)(F)(F)F. Product: [O:15]1[C:19]2[CH:20]=[CH:21][C:22]([C:24]3([C:27]([NH:14][C:8]4[CH:7]=[C:6]5[C:11](=[CH:10][CH:9]=4)[NH:12][C:13]4[CH2:1][CH2:2][CH2:3][CH2:4][C:5]5=4)=[O:28])[CH2:25][CH2:26]3)=[CH:23][C:18]=2[O:17][CH2:16]1. The catalyst class is: 10. (8) Reactant: [Cl:1][C:2]1[CH:3]=[C:4]([CH:9]2[O:15][CH2:14][CH2:13][N:12]([C:16]([O:18][C:19]([CH3:22])([CH3:21])[CH3:20])=[O:17])[CH2:11][CH:10]2[CH2:23]OS(C)(=O)=O)[CH:5]=[CH:6][C:7]=1[Cl:8].[N-:29]=[N+:30]=[N-:31].[Na+]. Product: [N:29]([CH2:23][CH:10]1[CH:9]([C:4]2[CH:5]=[CH:6][C:7]([Cl:8])=[C:2]([Cl:1])[CH:3]=2)[O:15][CH2:14][CH2:13][N:12]([C:16]([O:18][C:19]([CH3:22])([CH3:21])[CH3:20])=[O:17])[CH2:11]1)=[N+:30]=[N-:31]. The catalyst class is: 3. (9) Reactant: [C:1]([O:5][C:6]([NH:8][C:9]1[CH:14]=[CH:13][CH:12]=[CH:11][C:10]=1[NH:15][C:16](=[O:32])[C:17]1[CH:22]=[CH:21][C:20](B2OC(C)(C)C(C)(C)O2)=[CH:19][CH:18]=1)=[O:7])([CH3:4])([CH3:3])[CH3:2].Br[C:34]1[N:41]=[CH:40][CH:39]=[CH:38][C:35]=1[C:36]#[N:37].C(=O)([O-])O.[Na+]. Product: [CH3:20][CH2:19][CH2:18][CH:17]([CH3:22])[CH3:16].[C:1]([O:5][C:6]([NH:8][C:9]1[CH:14]=[CH:13][CH:12]=[CH:11][C:10]=1[NH:15][C:16](=[O:32])[C:17]1[CH:22]=[CH:21][C:20]([C:34]2[C:35]([C:36]#[N:37])=[CH:38][CH:39]=[CH:40][N:41]=2)=[CH:19][CH:18]=1)=[O:7])([CH3:4])([CH3:2])[CH3:3]. The catalyst class is: 57. (10) Reactant: [N+:1]([C:4]1[C:13]2[C:8](=[CH:9][CH:10]=[CH:11][CH:12]=2)[CH:7]=[CH:6][C:5]=1[NH:14][C:15]1[CH:20]=[CH:19][CH:18]=[C:17]([NH2:21])[CH:16]=1)([O-:3])=[O:2].[N:22]1[CH:27]=[CH:26][CH:25]=[CH:24][C:23]=1[CH2:28][CH2:29][C:30](O)=[O:31].Cl.C(N=C=NCCCN(C)C)C. Product: [N+:1]([C:4]1[C:13]2[C:8](=[CH:9][CH:10]=[CH:11][CH:12]=2)[CH:7]=[CH:6][C:5]=1[NH:14][C:15]1[CH:16]=[C:17]([NH:21][C:30](=[O:31])[CH2:29][CH2:28][C:23]2[CH:24]=[CH:25][CH:26]=[CH:27][N:22]=2)[CH:18]=[CH:19][CH:20]=1)([O-:3])=[O:2]. The catalyst class is: 10.